Dataset: NCI-60 drug combinations with 297,098 pairs across 59 cell lines. Task: Regression. Given two drug SMILES strings and cell line genomic features, predict the synergy score measuring deviation from expected non-interaction effect. Drug 1: CC1C(C(CC(O1)OC2CC(CC3=C2C(=C4C(=C3O)C(=O)C5=C(C4=O)C(=CC=C5)OC)O)(C(=O)C)O)N)O.Cl. Drug 2: CN1C(=O)N2C=NC(=C2N=N1)C(=O)N. Cell line: OVCAR3. Synergy scores: CSS=26.5, Synergy_ZIP=-6.00, Synergy_Bliss=2.74, Synergy_Loewe=-7.86, Synergy_HSA=0.912.